Dataset: Forward reaction prediction with 1.9M reactions from USPTO patents (1976-2016). Task: Predict the product of the given reaction. (1) The product is: [C:27]([O:26][C:24](=[O:25])[CH2:23][O:22][CH2:21][C@@H:13]1[C:14]2[C:19](=[CH:18][CH:17]=[CH:16][CH:15]=2)[CH2:20][C@H:12]1[NH:11][C:52]([C:47]1[NH:48][C:49]2[C:45]([CH:46]=1)=[CH:44][C:43]([Cl:42])=[CH:51][CH:50]=2)=[O:53])([CH3:30])([CH3:29])[CH3:28]. Given the reactants C1C=CC2N(O)N=NC=2C=1.[NH2:11][C@@H:12]1[CH2:20][C:19]2[C:14](=[CH:15][CH:16]=[CH:17][CH:18]=2)[C@H:13]1[CH2:21][O:22][CH2:23][C:24]([O:26][C:27]([CH3:30])([CH3:29])[CH3:28])=[O:25].CCN=C=NCCCN(C)C.[Cl:42][C:43]1[CH:44]=[C:45]2[C:49](=[CH:50][CH:51]=1)[NH:48][C:47]([C:52](O)=[O:53])=[CH:46]2, predict the reaction product. (2) Given the reactants I[C:2]1[C:10]2[C:5](=[CH:6][CH:7]=[C:8]([NH:11][S:12]([C:15]3[CH:20]=[CH:19][CH:18]=[CH:17][C:16]=3[S:21]([CH3:24])(=[O:23])=[O:22])(=[O:14])=[O:13])[CH:9]=2)[N:4](C(OC(C)(C)C)=O)[N:3]=1.B(O)(O)[C:33]1[C:41]2[C:36](=[CH:37][CH:38]=[CH:39][CH:40]=2)[S:35][CH:34]=1.C(=O)([O-])O.[Na+], predict the reaction product. The product is: [S:35]1[CH:34]=[C:33]([C:2]2[C:10]3[C:5](=[CH:6][CH:7]=[C:8]([NH:11][S:12]([C:15]4[CH:20]=[CH:19][CH:18]=[CH:17][C:16]=4[S:21]([CH3:24])(=[O:23])=[O:22])(=[O:14])=[O:13])[CH:9]=3)[NH:4][N:3]=2)[C:41]2[CH:40]=[CH:39][CH:38]=[CH:37][C:36]1=2. (3) Given the reactants [C:1]([O:5][C:6]([NH:8][C:9]1([CH2:12][C:13]([OH:15])=O)[CH2:11][CH2:10]1)=[O:7])([CH3:4])([CH3:3])[CH3:2].[CH2:16]([O:23][N:24]1[C:30](=[O:31])[N:29]2[CH2:32][C@H:25]1[CH2:26][CH2:27][C@H:28]2[C:33]([NH:35][NH2:36])=[O:34])[C:17]1[CH:22]=[CH:21][CH:20]=[CH:19][CH:18]=1.CCN(C(C)C)C(C)C.CN(C(ON1N=NC2C=CC=NC1=2)=[N+](C)C)C.F[P-](F)(F)(F)(F)F, predict the reaction product. The product is: [CH2:16]([O:23][N:24]1[C:30](=[O:31])[N:29]2[CH2:32][C@H:25]1[CH2:26][CH2:27][C@H:28]2[C:33]([NH:35][NH:36][C:13](=[O:15])[CH2:12][C:9]1([NH:8][C:6](=[O:7])[O:5][C:1]([CH3:2])([CH3:3])[CH3:4])[CH2:10][CH2:11]1)=[O:34])[C:17]1[CH:22]=[CH:21][CH:20]=[CH:19][CH:18]=1. (4) Given the reactants [N:1]([C@@H:4]([C@H:31]([C:39]1[CH:44]=[C:43]([F:45])[CH:42]=[C:41]([F:46])[CH:40]=1)[C:32]1[CH:37]=[CH:36][C:35]([F:38])=[CH:34][CH:33]=1)[C:5]([NH:7][C:8]1[CH:13]=[CH:12][CH:11]=[C:10]([F:14])[C:9]=1[CH2:15][CH2:16][CH:17]1[CH2:19][N@@:18]1[S:20]([C:23]1[CH:28]=[CH:27][C:26]([O:29][CH3:30])=[CH:25][CH:24]=1)(=[O:22])=[O:21])=[O:6])=[N+:2]=[N-:3].[NH2:47][CH2:48][C@H:49]([OH:51])[CH3:50], predict the reaction product. The product is: [N:1]([C@@H:4]([C@H:31]([C:39]1[CH:40]=[C:41]([F:46])[CH:42]=[C:43]([F:45])[CH:44]=1)[C:32]1[CH:33]=[CH:34][C:35]([F:38])=[CH:36][CH:37]=1)[C:5]([NH:7][C:8]1[CH:13]=[CH:12][CH:11]=[C:10]([F:14])[C:9]=1[CH2:15][CH2:16][C@H:17]([NH:18][S:20]([C:23]1[CH:24]=[CH:25][C:26]([O:29][CH3:30])=[CH:27][CH:28]=1)(=[O:21])=[O:22])[CH2:19][NH:47][CH2:48][C@@H:49]([OH:51])[CH3:50])=[O:6])=[N+:2]=[N-:3]. (5) Given the reactants [H-].[CH2:7]([Al+][CH2:7][CH:8]([CH3:10])[CH3:9])[CH:8]([CH3:10])[CH3:9].[CH2:11]1[CH2:16][CH2:15][CH2:14][CH2:13][CH2:12]1.C(C(C(C([O-])=O)O)O)([O-])=[O:18].[K+].[Na+], predict the reaction product. The product is: [CH:11]1([C:8]([CH3:9])([CH3:10])[CH:7]=[O:18])[CH2:16][CH2:15][CH2:14][CH:13]=[CH:12]1. (6) Given the reactants [CH2:1]([O:8][C:9]1[CH:10]=[C:11](Br)[C:12]2[S:16][C:15]([NH:17][C:18]([NH:20][CH2:21][CH3:22])=[O:19])=[N:14][C:13]=2[CH:23]=1)[C:2]1[CH:7]=[CH:6][CH:5]=[CH:4][CH:3]=1.[CH3:25][N:26](C=O)C, predict the reaction product. The product is: [CH2:1]([O:8][C:9]1[CH:10]=[C:11]([C:25]#[N:26])[C:12]2[S:16][C:15]([NH:17][C:18]([NH:20][CH2:21][CH3:22])=[O:19])=[N:14][C:13]=2[CH:23]=1)[C:2]1[CH:7]=[CH:6][CH:5]=[CH:4][CH:3]=1. (7) Given the reactants [CH2:1]([O:3][C:4]1[CH:5]=[C:6]([N:10]2[CH2:14][C:13]3([CH2:19][CH2:18][CH2:17][CH:16]([C:20](OC)=O)[CH2:15]3)[O:12][C:11]2=[O:24])[CH:7]=[CH:8][CH:9]=1)[CH3:2].COC1C=CC(C[N:34]2CC3(CCCC(COCC4C=CC=CC=4)(C(OC)=O)C3)OC2=O)=CC=1.NCC1(COCC2C=CC=CC=2)CCCC2(OC(=O)N(CC3C=CC(OC)=CC=3)C2)C1, predict the reaction product. The product is: [NH2:34][CH2:20][CH:16]1[CH2:17][CH2:18][CH2:19][C:13]2([O:12][C:11](=[O:24])[N:10]([C:6]3[CH:7]=[CH:8][CH:9]=[C:4]([O:3][CH2:1][CH3:2])[CH:5]=3)[CH2:14]2)[CH2:15]1. (8) Given the reactants C(NC1N=C2C(N=C(OC)N2CCCC2CCOC2)=C(N)N=1)CCC.FC(F)(F)C(O)=O.[CH3:33][C@H:34]([O:38][C:39]1[NH:40][C:41]([NH2:50])=[C:42]2[C:46]([N:47]=1)=[N:45][C:44]([O:48][CH3:49])=[N:43]2)[CH2:35][CH2:36][CH3:37].Br[CH2:52][CH2:53][CH2:54][CH2:55][CH:56]1[CH2:61][CH2:60][O:59][CH2:58][CH2:57]1, predict the reaction product. The product is: [CH3:33][C@H:34]([O:38][C:39]1[N:47]=[C:46]2[C:42]([N:43]=[C:44]([O:48][CH3:49])[N:45]2[CH2:52][CH2:53][CH2:54][CH2:55][CH:56]2[CH2:61][CH2:60][O:59][CH2:58][CH2:57]2)=[C:41]([NH2:50])[N:40]=1)[CH2:35][CH2:36][CH3:37].